From a dataset of Reaction yield outcomes from USPTO patents with 853,638 reactions. Predict the reaction yield, written as a fraction of the theoretical maximum amount of product (1.0 means a 100% yield; for example, 0.34 means a 34% yield). (1) The reactants are F[C:2]1[CH:3]=[CH:4][C:5]([N+:12]([O-:14])=[O:13])=[C:6]([C:8]([F:11])([F:10])[F:9])[CH:7]=1.CCN(CC)CC.S(C1C=CC(C)=CC=1)(O)(=O)=O.[CH3:33][C@H:34]1[CH2:38][CH2:37][CH2:36][NH:35]1. The catalyst is CC#N. The product is [CH3:33][C@H:34]1[CH2:38][CH2:37][CH2:36][N:35]1[C:2]1[CH:3]=[CH:4][C:5]([N+:12]([O-:14])=[O:13])=[C:6]([C:8]([F:11])([F:10])[F:9])[CH:7]=1. The yield is 0.940. (2) The reactants are [F:1][C:2]([F:18])([F:17])[C:3]([NH:5][C@@H:6]1[C:15]2[C:10](=[CH:11][CH:12]=[CH:13][CH:14]=2)[C:9](=[O:16])[CH2:8][CH2:7]1)=[O:4].C(N(CC)CC)C. The catalyst is CN(C=O)C. The product is [F:1][C:2]([F:17])([F:18])[C:3]([NH:5][C@@H:6]1[C:15]2[C:10](=[CH:11][CH:12]=[CH:13][CH:14]=2)[C@H:9]([OH:16])[CH2:8][CH2:7]1)=[O:4]. The yield is 0.880. (3) The reactants are [CH3:1][O:2][C:3]1[CH:8]=[CH:7][C:6]([S:9]([N:12]2[CH2:17][CH2:16][N:15]([C:18](=[S:20])[NH2:19])[CH2:14][CH2:13]2)(=[O:11])=[O:10])=[CH:5][CH:4]=1.C([O-])(O)=O.[Na+].Cl[CH2:27][C:28](=O)[CH2:29][C:30]1[CH:35]=[CH:34][C:33]([O:36][CH3:37])=[CH:32][CH:31]=1.N. The catalyst is CCO.ClCCCl.CCO. The product is [CH3:37][O:36][C:33]1[CH:34]=[CH:35][C:30]([CH2:29][C:28]2[N:19]=[C:18]([N:15]3[CH2:14][CH2:13][N:12]([S:9]([C:6]4[CH:5]=[CH:4][C:3]([O:2][CH3:1])=[CH:8][CH:7]=4)(=[O:10])=[O:11])[CH2:17][CH2:16]3)[S:20][CH:27]=2)=[CH:31][CH:32]=1. The yield is 0.430. (4) The reactants are [CH:1]1([O:7][C:8]2[CH:15]=[CH:14][CH:13]=[C:12]([N+:16]([O-])=O)[C:9]=2[C:10]#[N:11])[CH2:6][CH2:5][CH2:4][CH2:3][CH2:2]1.CCOC(C)=O. The yield is 0.940. The product is [NH2:16][C:12]1[CH:13]=[CH:14][CH:15]=[C:8]([O:7][CH:1]2[CH2:2][CH2:3][CH2:4][CH2:5][CH2:6]2)[C:9]=1[C:10]#[N:11]. The catalyst is C1COCC1.CC(O)=O.[Fe]. (5) The reactants are C(=O)([O-])[O-].[Cs+].[Cs+].[C:7](=[NH:20])([C:14]1[CH:19]=[CH:18][CH:17]=[CH:16][CH:15]=1)[C:8]1[CH:13]=[CH:12][CH:11]=[CH:10][CH:9]=1.FC(F)(F)S(O[C:27]1[CH:32]=[CH:31][C:30]([C@H:33]2[CH2:38][CH2:37][C@H:36]([CH:39]([CH3:45])[C:40]([O:42][CH2:43][CH3:44])=[O:41])[CH2:35][CH2:34]2)=[CH:29][CH:28]=1)(=O)=O.O. The catalyst is C1COCC1.CCOC(C)=O.C([O-])(=O)C.[Pd+2].C([O-])(=O)C. The product is [C:8]1([C:7](=[N:20][C:27]2[CH:32]=[CH:31][C:30]([C@H:33]3[CH2:34][CH2:35][C@H:36]([CH:39]([CH3:45])[C:40]([O:42][CH2:43][CH3:44])=[O:41])[CH2:37][CH2:38]3)=[CH:29][CH:28]=2)[C:14]2[CH:15]=[CH:16][CH:17]=[CH:18][CH:19]=2)[CH:13]=[CH:12][CH:11]=[CH:10][CH:9]=1. The yield is 0.590. (6) The reactants are [CH2:1]([O:8][C:9]1[C:10]([CH2:20][CH:21]=[O:22])=[CH:11][C:12]([Cl:19])=[C:13]2[C:18]=1[N:17]=[CH:16][CH:15]=[CH:14]2)[C:2]1[CH:7]=[CH:6][CH:5]=[CH:4][CH:3]=1.[CH2:23]1[O:31][C:30]2[C:25](=[CH:26][CH:27]=[C-:28][CH:29]=2)[O:24]1.[Mg+2].[Br-].C1(C)C=CC=CC=1.O1CCCC1. The catalyst is O1CCCC1. The product is [O:24]1[C:25]2[CH:26]=[CH:27][C:28]([CH:21]([OH:22])[CH2:20][C:10]3[C:9]([O:8][CH2:1][C:2]4[CH:7]=[CH:6][CH:5]=[CH:4][CH:3]=4)=[C:18]4[C:13]([CH:14]=[CH:15][CH:16]=[N:17]4)=[C:12]([Cl:19])[CH:11]=3)=[CH:29][C:30]=2[O:31][CH2:23]1. The yield is 0.330.